From a dataset of Peptide-MHC class I binding affinity with 185,985 pairs from IEDB/IMGT. Regression. Given a peptide amino acid sequence and an MHC pseudo amino acid sequence, predict their binding affinity value. This is MHC class I binding data. (1) The binding affinity (normalized) is 0. The MHC is HLA-B40:01 with pseudo-sequence HLA-B40:01. The peptide sequence is PIQKETWETW. (2) The peptide sequence is YDRLASTVI. The MHC is HLA-A03:01 with pseudo-sequence HLA-A03:01. The binding affinity (normalized) is 0.0847.